This data is from Full USPTO retrosynthesis dataset with 1.9M reactions from patents (1976-2016). The task is: Predict the reactants needed to synthesize the given product. Given the product [F:21][C:22]1[CH:30]=[C:29]2[C:25]([CH:26]=[N:27][NH:28]2)=[CH:24][C:23]=1[NH:31][C:2]1[C:3]2[C:10]3[CH2:11][CH2:12][CH:13]([C:15]([NH:17][CH:18]([CH3:20])[CH3:19])=[O:16])[CH2:14][C:9]=3[S:8][C:4]=2[N:5]=[CH:6][N:7]=1, predict the reactants needed to synthesize it. The reactants are: Cl[C:2]1[C:3]2[C:10]3[CH2:11][CH2:12][CH:13]([C:15]([NH:17][CH:18]([CH3:20])[CH3:19])=[O:16])[CH2:14][C:9]=3[S:8][C:4]=2[N:5]=[CH:6][N:7]=1.[F:21][C:22]1[CH:30]=[C:29]2[C:25]([CH:26]=[N:27][NH:28]2)=[CH:24][C:23]=1[NH2:31].